The task is: Predict which catalyst facilitates the given reaction.. This data is from Catalyst prediction with 721,799 reactions and 888 catalyst types from USPTO. (1) Reactant: [CH3:1][C@H:2]1[NH:13][C:12](=[O:14])[CH2:11][CH2:10][CH:9]=[CH:8][CH2:7][C@@H:6]([CH3:15])[C:5](=[O:16])[O:4][CH2:3]1. Product: [CH3:1][C@H:2]1[NH:13][C:12](=[O:14])[CH2:11][CH2:10][CH2:9][CH2:8][CH2:7][C@@H:6]([CH3:15])[C:5](=[O:16])[O:4][CH2:3]1. The catalyst class is: 123. (2) Reactant: [OH:1][CH2:2][C:3]12[CH2:12][CH:7]3[CH2:8][CH:9]([CH2:11][CH:5]([N:6]3C(OC(C)(C)C)=O)[CH2:4]1)[CH2:10]2.FC(F)(F)C(O)=O. Product: [CH:7]12[CH2:12][C:3]3([CH2:2][OH:1])[CH2:10][CH:9]([CH2:11][CH:5]([CH2:4]3)[NH:6]1)[CH2:8]2. The catalyst class is: 2. (3) Reactant: [C:1]([N:4]1[C:12]2[C:7](=[CH:8][C:9]([C:13]([OH:15])=O)=[CH:10][CH:11]=2)[CH:6]=[N:5]1)(=[O:3])[CH3:2].[CH3:16][C:17]1([CH3:25])[O:22][C:21](=[O:23])[CH2:20][C:19](=[O:24])[O:18]1.CCN=C=NCCCN(C)C.Cl. Product: [C:1]([N:4]1[C:12]2[C:7](=[CH:8][C:9]([C:13]([CH:20]3[C:21](=[O:23])[O:22][C:17]([CH3:25])([CH3:16])[O:18][C:19]3=[O:24])=[O:15])=[CH:10][CH:11]=2)[CH:6]=[N:5]1)(=[O:3])[CH3:2]. The catalyst class is: 119. (4) Reactant: Br[C:2]1[C:3]([CH2:26][N:27]2[CH2:32][CH2:31][O:30][CH2:29][CH2:28]2)=[CH:4][C:5]([O:17][CH2:18][C:19]2[CH:24]=[CH:23][C:22]([F:25])=[CH:21][CH:20]=2)=[C:6]([CH:16]=1)[C:7]([NH:9][C:10]1[CH:11]=[N:12][CH:13]=[CH:14][CH:15]=1)=[O:8].[CH3:33][N:34]1[CH:38]=[C:37](B2OC(C)(C)C(C)(C)O2)[CH:36]=[N:35]1.C(=O)([O-])[O-].[Na+].[Na+]. Product: [F:25][C:22]1[CH:23]=[CH:24][C:19]([CH2:18][O:17][C:5]2[CH:4]=[C:3]([CH2:26][N:27]3[CH2:32][CH2:31][O:30][CH2:29][CH2:28]3)[C:2]([C:37]3[CH:36]=[N:35][N:34]([CH3:33])[CH:38]=3)=[CH:16][C:6]=2[C:7]([NH:9][C:10]2[CH:11]=[N:12][CH:13]=[CH:14][CH:15]=2)=[O:8])=[CH:20][CH:21]=1. The catalyst class is: 104.